This data is from hERG potassium channel inhibition data for cardiac toxicity prediction from Karim et al.. The task is: Regression/Classification. Given a drug SMILES string, predict its toxicity properties. Task type varies by dataset: regression for continuous values (e.g., LD50, hERG inhibition percentage) or binary classification for toxic/non-toxic outcomes (e.g., AMES mutagenicity, cardiotoxicity, hepatotoxicity). Dataset: herg_karim. (1) The molecule is CN1CCC(COCc2cc(C3CC3)cc(C3CC3)n2)(c2ccc(F)cc2)CC1. The result is 0 (non-blocker). (2) The result is 0 (non-blocker). The compound is O=C([O-])c1cccc(Cc2cc(Cl)ccc2OCc2ccc(Cl)cc2F)n1.[Na+]. (3) The molecule is NC(C(=O)N1CCCC1)C1CCC(NC(=O)OCc2ccccc2)CC1. The result is 0 (non-blocker). (4) The molecule is O=C(O)C1(F)CCN(C2CCC3(Cc4ccccc4Cc4ccccc43)C2)CC1. The result is 0 (non-blocker). (5) The compound is Cc1nc2n(c(=O)c1CCN1CCC(c3noc4cc(F)ccc34)CC1)CCC[C@@H]2O. The result is 1 (blocker). (6) The molecule is CO[C@@H]1CN(CCn2c(=O)ccc3ccc(C#N)cc32)CC[C@H]1NCc1ccc2c(n1)NC(=O)CO2. The result is 0 (non-blocker).